Dataset: Peptide-MHC class II binding affinity with 134,281 pairs from IEDB. Task: Regression. Given a peptide amino acid sequence and an MHC pseudo amino acid sequence, predict their binding affinity value. This is MHC class II binding data. (1) The peptide sequence is KYLEFISEAIIHVLHSR. The MHC is H-2-IAd with pseudo-sequence H-2-IAd. The binding affinity (normalized) is 0.777. (2) The MHC is DRB1_1101 with pseudo-sequence DRB1_1101. The peptide sequence is WSIHGKGEWMTTEDM. The binding affinity (normalized) is 0. (3) The peptide sequence is GKARTAWVDSGAQLG. The MHC is HLA-DPA10301-DPB10402 with pseudo-sequence HLA-DPA10301-DPB10402. The binding affinity (normalized) is 0.0668.